From a dataset of Reaction yield outcomes from USPTO patents with 853,638 reactions. Predict the reaction yield, written as a fraction of the theoretical maximum amount of product (1.0 means a 100% yield; for example, 0.34 means a 34% yield). (1) The reactants are C[O:2][C:3]([C:5]1([CH2:18][C:19]2[CH:24]=[CH:23][C:22]([Cl:25])=[CH:21][CH:20]=2)[CH2:10][CH2:9][N:8]([C:11]([O:13][C:14]([CH3:17])([CH3:16])[CH3:15])=[O:12])[CH2:7][CH2:6]1)=[O:4].O.[OH-].[Li+].Cl. The catalyst is O1CCOCC1.CO.O. The product is [C:14]([O:13][C:11]([N:8]1[CH2:7][CH2:6][C:5]([CH2:18][C:19]2[CH:24]=[CH:23][C:22]([Cl:25])=[CH:21][CH:20]=2)([C:3]([OH:4])=[O:2])[CH2:10][CH2:9]1)=[O:12])([CH3:17])([CH3:15])[CH3:16]. The yield is 1.00. (2) The reactants are [Cl:1][C:2]1[CH:30]=[CH:29][C:5]2[N:6]([C:18]3[CH:23]=[CH:22][C:21]([O:24][C:25]([F:28])([F:27])[F:26])=[CH:20][CH:19]=3)[C:7]([S:9][CH2:10][C:11]3[CH:16]=[CH:15][C:14]([Cl:17])=[CH:13][CH:12]=3)=[N:8][C:4]=2[CH:3]=1.C(OCC)(=O)C.Cl. The catalyst is C(OCC)C. The product is [ClH:1].[Cl:1][C:2]1[CH:30]=[CH:29][C:5]2[N:6]([C:18]3[CH:19]=[CH:20][C:21]([O:24][C:25]([F:28])([F:26])[F:27])=[CH:22][CH:23]=3)[C:7]([S:9][CH2:10][C:11]3[CH:12]=[CH:13][C:14]([Cl:17])=[CH:15][CH:16]=3)=[N:8][C:4]=2[CH:3]=1. The yield is 0.180. (3) The reactants are [NH2:1][C:2]1[C:7]([F:8])=[CH:6][N:5]([S:9]([C:12]2[CH:18]=[CH:17][C:15]([CH3:16])=[CH:14][CH:13]=2)(=[O:11])=[O:10])[C:4](=[O:19])[N:3]=1.[CH3:20]I.[O-]S([O-])(=S)=O.[Na+].[Na+]. The catalyst is CN(C=O)C.CC#N. The product is [F:8][C:7]1[C:2](=[NH:1])[N:3]([CH3:20])[C:4](=[O:19])[N:5]([S:9]([C:12]2[CH:18]=[CH:17][C:15]([CH3:16])=[CH:14][CH:13]=2)(=[O:10])=[O:11])[CH:6]=1. The yield is 0.450.